From a dataset of Forward reaction prediction with 1.9M reactions from USPTO patents (1976-2016). Predict the product of the given reaction. (1) Given the reactants [CH3:1][CH:2]([CH3:28])[CH2:3][C@H:4]([NH:21][S@](C(C)(C)C)=O)[C:5]1[CH:6]=[N:7][C:8]([C:11]2[CH:16]=[CH:15][C:14]([C:17]([F:20])([F:19])[F:18])=[CH:13][CH:12]=2)=[N:9][CH:10]=1.[ClH:29].CCOCC, predict the reaction product. The product is: [ClH:29].[CH3:1][CH:2]([CH3:28])[CH2:3][C@H:4]([NH2:21])[C:5]1[CH:6]=[N:7][C:8]([C:11]2[CH:16]=[CH:15][C:14]([C:17]([F:20])([F:19])[F:18])=[CH:13][CH:12]=2)=[N:9][CH:10]=1. (2) Given the reactants [CH2:1]([NH2:3])[CH3:2].[CH2:4]([NH:6][C:7]([C:9]1[CH:10]=[CH:11][C:12]([CH3:33])=[C:13]([C:15]2[CH:20]=[CH:19][C:18]([C:21]([C:23]3[N:28]=[CH:27][C:26]([C:29](O)=[O:30])=[CH:25][CH:24]=3)=[O:22])=[C:17]([F:32])[CH:16]=2)[CH:14]=1)=[O:8])[CH3:5].Cl.CN(C)CCCN=C=NCC.N1C2C(=NC=CC=2)N(O)N=1, predict the reaction product. The product is: [CH2:1]([NH:3][C:29]([C:26]1[CH:27]=[N:28][C:23]([C:21]([C:18]2[CH:19]=[CH:20][C:15]([C:13]3[CH:14]=[C:9]([C:7]([NH:6][CH2:4][CH3:5])=[O:8])[CH:10]=[CH:11][C:12]=3[CH3:33])=[CH:16][C:17]=2[F:32])=[O:22])=[CH:24][CH:25]=1)=[O:30])[CH3:2]. (3) Given the reactants [CH2:1]([N:4]1[C:12]2[C:7](=[CH:8][CH:9]=[CH:10][CH:11]=2)[C:6]([C:13]([C:15]2[C:24]3[C:19](=[CH:20][CH:21]=[C:22]([CH2:25][CH3:26])[CH:23]=3)[CH:18]=[CH:17][CH:16]=2)=[O:14])=[CH:5]1)[CH2:2][CH3:3].[CH2:27]([C:29]1[CH:38]=[C:37]2[C:32]([CH:33]=[CH:34][CH:35]=[C:36]2[C:39]([OH:41])=[O:40])=[CH:31][CH:30]=1)[CH3:28], predict the reaction product. The product is: [CH2:27]([C:29]1[CH:38]=[C:37]2[C:32]([CH:33]=[CH:34][CH:35]=[C:36]2[C:39]([OH:41])=[O:40])=[CH:31][CH:30]=1)[CH3:28].[CH2:1]([N:4]1[C:12]2[C:7](=[CH:8][CH:9]=[CH:10][CH:11]=2)[CH:6]=[CH:5]1)[CH2:2][CH3:3].[CH3:3][CH2:2][CH2:1][N:4]1[C:12]2[CH:11]=[CH:10][CH:9]=[CH:8][C:7]=2[C:6]([C:13]([C:15]2[CH:16]=[CH:17][CH:18]=[C:19]3[CH:20]=[CH:21][C:22]([CH2:25][CH3:26])=[CH:23][C:24]=23)=[O:14])=[CH:5]1. (4) Given the reactants [C:1]1([C@H:7]([NH:12][C:13]([O:15][C:16]([CH3:19])([CH3:18])[CH3:17])=[O:14])[CH2:8][N:9]=[N+]=[N-])[CH:6]=[CH:5][CH:4]=[CH:3][CH:2]=1.[F:20][C:21]([F:38])([F:37])[C:22]([N:24]1[C:32]2[C:27](=[CH:28][C:29]([S:33](Cl)(=[O:35])=[O:34])=[CH:30][CH:31]=2)[CH2:26][CH2:25]1)=[O:23].O, predict the reaction product. The product is: [C:1]1([C@H:7]([NH:12][C:13]([O:15][C:16]([CH3:19])([CH3:18])[CH3:17])=[O:14])[CH2:8][NH:9][S:33]([C:29]2[CH:28]=[C:27]3[C:32](=[CH:31][CH:30]=2)[N:24]([C:22](=[O:23])[C:21]([F:38])([F:20])[F:37])[CH2:25][CH2:26]3)(=[O:34])=[O:35])[CH:6]=[CH:5][CH:4]=[CH:3][CH:2]=1. (5) The product is: [F:15][C:16]1[C:55]([O:56][CH3:36])=[CH:9][N:1]=[C:21]2[N:20]([Si:26]([CH:33]([CH3:35])[CH3:34])([CH:30]([CH3:32])[CH3:31])[CH:27]([CH3:29])[CH3:28])[CH:19]=[CH:18][C:17]=12. Given the reactants [N:1]([C:9](OC(C)C)=O)=NC(OC(C)C)=O.[F:15][C:16]1C(O)=CC=[C:21]2[C:17]=1[CH:18]=[CH:19][N:20]2[Si:26]([CH:33]([CH3:35])[CH3:34])([CH:30]([CH3:32])[CH3:31])[CH:27]([CH3:29])[CH3:28].[C:36]1(P(C2C=CC=CC=2)C2C=CC=CC=2)C=CC=CC=1.[CH3:55][OH:56], predict the reaction product. (6) Given the reactants [C-:1]#[N:2].[Na+].CS(O[CH2:9][C:10]1[CH:11]=[C:12]2[C:17](=[C:18]3[CH:23]=[C:22]([Br:24])[CH:21]=[CH:20][C:19]=13)[C:16](=[O:25])[NH:15][CH:14]=[CH:13]2)(=O)=O.O, predict the reaction product. The product is: [Br:24][C:22]1[CH:21]=[CH:20][C:19]2=[C:10]([CH2:9][C:1]#[N:2])[CH:11]=[C:12]3[C:17]([C:16](=[O:25])[NH:15][CH:14]=[CH:13]3)=[C:18]2[CH:23]=1.